Dataset: Full USPTO retrosynthesis dataset with 1.9M reactions from patents (1976-2016). Task: Predict the reactants needed to synthesize the given product. Given the product [CH2:18]([C:15]1([CH3:16])[O:17][C:39](=[O:41])[NH:1][C:2]2[CH:7]=[CH:6][C:5]([C:8]3[CH:13]=[CH:12][CH:11]=[C:10]([Cl:51])[CH:9]=3)=[CH:4][C:3]1=2)[C:19]1[CH:24]=[CH:23][CH:22]=[CH:21][CH:20]=1, predict the reactants needed to synthesize it. The reactants are: [NH2:1][C:2]1[C:3]([C:15]([CH2:18][C:19]2[CH:24]=[CH:23][CH:22]=[CH:21][CH:20]=2)([OH:17])[CH3:16])(Cl)[CH2:4][C:5]([C:8]2[CH:13]=[CH:12][CH:11]=[CH:10][CH:9]=2)=[CH:6][CH:7]=1.NC1C=CC(C2C=CC=C(Cl)C=2)=CC=1[C:39](=[O:41])C.C([Mg]Br)C1C=CC=CC=1.[Cl:51]C(Cl)(OC(=O)OC(Cl)(Cl)Cl)Cl.